This data is from Retrosynthesis with 50K atom-mapped reactions and 10 reaction types from USPTO. The task is: Predict the reactants needed to synthesize the given product. (1) Given the product CCOC1CCN(c2ccc([N+](=O)[O-])cc2)CC1, predict the reactants needed to synthesize it. The reactants are: CCOC1CCNCC1.O=[N+]([O-])c1ccc(F)cc1. (2) Given the product N#Cc1ccc(Oc2ccc(CN3CCC(c4ccccc4)C3)cc2Cl)nc1, predict the reactants needed to synthesize it. The reactants are: N#Cc1ccc(Oc2ccc(C=O)cc2Cl)nc1.c1ccc(C2CCNC2)cc1. (3) Given the product NC(=O)C(c1cc(F)cc(F)c1)N(Cc1ccc(C(=O)O)cc1)S(=O)(=O)c1ccc(Cl)cc1, predict the reactants needed to synthesize it. The reactants are: CC(C)(C)OC(=O)c1ccc(CN(C(C(N)=O)c2cc(F)cc(F)c2)S(=O)(=O)c2ccc(Cl)cc2)cc1. (4) Given the product Cc1c(F)cc(C(=O)NC2CC2)cc1-c1ccn2c(=O)[nH]nc2c1, predict the reactants needed to synthesize it. The reactants are: Cc1c(F)cc(C(=O)NC2CC2)cc1B1OC(C)(C)C(C)(C)O1.O=c1[nH]nc2cc(I)ccn12. (5) Given the product NS(=O)(=O)c1ccccc1S(=O)(=O)NC(=O)c1ccc(-c2cc3ccccc3o2)c(Br)c1, predict the reactants needed to synthesize it. The reactants are: NS(=O)(=O)c1ccccc1S(=O)(=O)NC(=O)c1ccc(I)c(Br)c1.OB(O)c1cc2ccccc2o1.